From a dataset of Reaction yield outcomes from USPTO patents with 853,638 reactions. Predict the reaction yield, written as a fraction of the theoretical maximum amount of product (1.0 means a 100% yield; for example, 0.34 means a 34% yield). (1) The reactants are Cl[CH2:2][CH2:3][C:4]1[CH:9]=[CH:8][C:7]([C:10]([C:13]2[O:14][CH2:15][C:16]([CH3:19])([CH3:18])[N:17]=2)([CH3:12])[CH3:11])=[CH:6][CH:5]=1.C(=O)([O-])[O-].[Na+].[Na+].[CH2:26]([O:28][CH2:29][CH2:30][N:31]1[C:35]2[CH:36]=[CH:37][CH:38]=[CH:39][C:34]=2[N:33]=[C:32]1[CH:40]1[CH2:45][CH2:44][NH:43][CH2:42][CH2:41]1)[CH3:27]. The catalyst is CO. The product is [CH3:18][C:16]1([CH3:19])[CH2:15][O:14][C:13]([C:10]([C:7]2[CH:8]=[CH:9][C:4]([CH2:3][CH2:2][N:43]3[CH2:44][CH2:45][CH:40]([C:32]4[N:31]([CH2:30][CH2:29][O:28][CH2:26][CH3:27])[C:35]5[CH:36]=[CH:37][CH:38]=[CH:39][C:34]=5[N:33]=4)[CH2:41][CH2:42]3)=[CH:5][CH:6]=2)([CH3:12])[CH3:11])=[N:17]1. The yield is 0.870. (2) The reactants are [CH3:1][O:2][C:3](=[O:24])[C:4]1[CH:9]=[C:8]([N+:10]([O-])=O)[C:7]([C:13]2[C:14](F)=[N:15][CH:16]=[C:17]([CH3:19])[CH:18]=2)=[C:6]([N+:21]([O-])=O)[CH:5]=1.NC1C=C(C#N)C=C2C=1C1C=C(C)C=NC=1N2. No catalyst specified. The product is [CH3:1][O:2][C:3]([C:4]1[CH:9]=[C:8]2[C:7]([C:13]3[CH:18]=[C:17]([CH3:19])[CH:16]=[N:15][C:14]=3[NH:10]2)=[C:6]([NH2:21])[CH:5]=1)=[O:24]. The yield is 0.880.